From a dataset of Forward reaction prediction with 1.9M reactions from USPTO patents (1976-2016). Predict the product of the given reaction. (1) The product is: [OH:17][CH2:16][C:15]1[CH:19]=[CH:20][C:21]([N+:23]([O-:25])=[O:24])=[CH:22][C:14]=1[CH2:13][CH2:10][OH:11]. Given the reactants B(F)(F)F.CCOCC.[C:10]([CH2:13][C:14]1[CH:22]=[C:21]([N+:23]([O-:25])=[O:24])[CH:20]=[CH:19][C:15]=1[C:16](O)=[O:17])(O)=[O:11].[BH4-].[Na+].[OH-].[Na+], predict the reaction product. (2) Given the reactants [C:1]([O:5][C:6]([N:8]([C:24]([O:26][C:27]([CH3:30])([CH3:29])[CH3:28])=[O:25])[C@:9]1([C:19]([O:21][CH2:22][CH3:23])=[O:20])[CH2:11][C@H:10]1[CH2:12][CH:13]([OH:18])[CH2:14][CH2:15][CH:16]=[CH2:17])=[O:7])([CH3:4])([CH3:3])[CH3:2].CC(OI1(OC(C)=O)(OC(C)=O)OC(=O)C2C=CC=CC1=2)=O, predict the reaction product. The product is: [C:1]([O:5][C:6]([N:8]([C:24]([O:26][C:27]([CH3:28])([CH3:30])[CH3:29])=[O:25])[C@:9]1([C:19]([O:21][CH2:22][CH3:23])=[O:20])[CH2:11][C@H:10]1[CH2:12][C:13](=[O:18])[CH2:14][CH2:15][CH:16]=[CH2:17])=[O:7])([CH3:4])([CH3:2])[CH3:3]. (3) Given the reactants C(OC([N:8]1[CH2:13][CH2:12][CH:11]([C:14]2[CH:19]=[CH:18][C:17]([NH2:20])=[C:16](Br)[CH:15]=2)[CH2:10][CH2:9]1)=O)(C)(C)C.[CH3:22][C:23]1([CH3:32])[CH2:28][CH2:27][C:26](B(O)O)=[CH:25][CH2:24]1.[C:33]([O-:36])([O-])=[O:34].[Na+].[Na+], predict the reaction product. The product is: [C:11]([O:36][C:33]([C:11]1([C:14]2[CH:19]=[CH:18][C:17]([NH2:20])=[C:16]([C:26]3[CH2:27][CH2:28][C:23]([CH3:32])([CH3:22])[CH2:24][CH:25]=3)[CH:15]=2)[CH2:10][CH2:9][NH:8][CH2:13][CH2:12]1)=[O:34])([CH3:14])([CH3:12])[CH3:10]. (4) The product is: [Br:1][C:2]1[CH:7]=[CH:6][C:5]([Cl:8])=[C:4]([O:9][CH:12]([F:17])[F:16])[C:3]=1[F:10]. Given the reactants [Br:1][C:2]1[C:3]([F:10])=[C:4]([OH:9])[C:5]([Cl:8])=[CH:6][CH:7]=1.Cl[C:12]([F:17])([F:16])C([O-])=O.[Na+].C(=O)([O-])[O-].[K+].[K+].O, predict the reaction product. (5) The product is: [F:21][C:3]1[C:4]([C:9]([C:11]2[CH:12]=[C:13]3[C:18](=[CH:19][CH:20]=2)[N:17]=[CH:16][CH:15]=[N:14]3)=[O:10])=[C:5]([F:8])[CH:6]=[CH:7][C:2]=1[NH:1][C:30]([NH:29][C:25]1[CH:26]=[CH:27][CH:28]=[C:23]([F:22])[CH:24]=1)=[O:31]. Given the reactants [NH2:1][C:2]1[C:3]([F:21])=[C:4]([C:9]([C:11]2[CH:12]=[C:13]3[C:18](=[CH:19][CH:20]=2)[N:17]=[CH:16][CH:15]=[N:14]3)=[O:10])[C:5]([F:8])=[CH:6][CH:7]=1.[F:22][C:23]1[CH:28]=[CH:27][CH:26]=[C:25]([N:29]=[C:30]=[O:31])[CH:24]=1, predict the reaction product. (6) Given the reactants [CH3:1][C:2]1[CH:7]=[CH:6][C:5]([CH3:8])=[CH:4][C:3]=1[CH:9]1[CH2:14][CH2:13][CH2:12][CH2:11][C:10]1=[O:15].[Br:16]Br, predict the reaction product. The product is: [Br:16][CH:11]1[C:10](=[O:15])[CH:9]([C:3]2[CH:4]=[C:5]([CH3:8])[CH:6]=[CH:7][C:2]=2[CH3:1])[CH2:14][CH2:13][CH2:12]1. (7) Given the reactants Cl[C:2]1[C:7]([C:8]2[C:13]([F:14])=[CH:12][C:11]([F:15])=[CH:10][C:9]=2[F:16])=[C:6]([Cl:17])[N:5]=[C:4]([C:18]2[CH:23]=[CH:22][CH:21]=[CH:20][N:19]=2)[N:3]=1.[F:24][C:25]([F:30])([F:29])[C@@H:26]([NH2:28])[CH3:27], predict the reaction product. The product is: [Cl:17][C:6]1[N:5]=[C:4]([C:18]2[CH:23]=[CH:22][CH:21]=[CH:20][N:19]=2)[N:3]=[C:2]([NH:28][C@@H:26]([CH3:27])[C:25]([F:30])([F:29])[F:24])[C:7]=1[C:8]1[C:9]([F:16])=[CH:10][C:11]([F:15])=[CH:12][C:13]=1[F:14].